From a dataset of NCI-60 drug combinations with 297,098 pairs across 59 cell lines. Regression. Given two drug SMILES strings and cell line genomic features, predict the synergy score measuring deviation from expected non-interaction effect. Synergy scores: CSS=20.2, Synergy_ZIP=-0.879, Synergy_Bliss=2.82, Synergy_Loewe=-14.3, Synergy_HSA=1.29. Drug 2: CN(CC1=CN=C2C(=N1)C(=NC(=N2)N)N)C3=CC=C(C=C3)C(=O)NC(CCC(=O)O)C(=O)O. Cell line: SK-MEL-28. Drug 1: CC(C)(C#N)C1=CC(=CC(=C1)CN2C=NC=N2)C(C)(C)C#N.